Task: Predict the reactants needed to synthesize the given product.. Dataset: Full USPTO retrosynthesis dataset with 1.9M reactions from patents (1976-2016) (1) Given the product [CH2:16]([N:1]1[CH:5]=[CH:4][CH:3]=[N:2]1)[CH2:15][CH:14]=[CH2:13], predict the reactants needed to synthesize it. The reactants are: [NH:1]1[CH:5]=[CH:4][CH:3]=[N:2]1.C(=O)([O-])[O-].[K+].[K+].Br[CH2:13][CH:14]=[CH:15][CH3:16]. (2) Given the product [CH3:32][O:31][C:30]1[C:15]2[C:14]([N:11]3[CH2:10][CH2:9][NH:8][CH2:13][CH2:12]3)=[N:19][C:18]([C:20]3[CH:25]=[CH:24][N:23]=[C:22]([NH:40][C:37]4[CH:38]=[N:39][C:34]([CH3:33])=[CH:35][CH:36]=4)[CH:21]=3)=[N:17][C:16]=2[CH:27]=[N:28][CH:29]=1, predict the reactants needed to synthesize it. The reactants are: C(OC([N:8]1[CH2:13][CH2:12][N:11]([C:14]2[C:15]3[C:30]([O:31][CH3:32])=[CH:29][N:28]=[CH:27][C:16]=3[N:17]=[C:18]([C:20]3[CH:25]=[CH:24][N:23]=[C:22](Cl)[CH:21]=3)[N:19]=2)[CH2:10][CH2:9]1)=O)(C)(C)C.[CH3:33][C:34]1[N:39]=[CH:38][C:37]([NH2:40])=[CH:36][CH:35]=1.